Dataset: Full USPTO retrosynthesis dataset with 1.9M reactions from patents (1976-2016). Task: Predict the reactants needed to synthesize the given product. Given the product [CH3:1][O:3][C:4]1[CH:9]=[CH:8][N:7]([C:10]2[CH:15]=[CH:14][CH:13]=[CH:12][CH:11]=2)[C:6](=[O:16])[C:5]=1[C:17]([OH:19])=[O:18], predict the reactants needed to synthesize it. The reactants are: [CH2:1]([O:3][C:4]1[CH:9]=[CH:8][N:7]([C:10]2[CH:15]=[CH:14][CH:13]=[CH:12][CH:11]=2)[C:6](=[O:16])[C:5]=1[C:17]([O:19]CC)=[O:18])C.C(OC1C=CN(C2C=CC(F)=CC=2)C(=O)C=1C(OCC)=O)C.